Task: Predict which catalyst facilitates the given reaction.. Dataset: Catalyst prediction with 721,799 reactions and 888 catalyst types from USPTO (1) Reactant: [Br:1][C:2]1[CH:3]=[CH:4][C:5]([OH:11])=[C:6]([C:8](=O)[CH3:9])[CH:7]=1.C(=O)([O-])[O-].[K+].[K+].Br[CH2:19][C:20]([CH:22]1[CH2:27][CH2:26][CH2:25][CH2:24][CH2:23]1)=[O:21]. Product: [Br:1][C:2]1[CH:3]=[CH:4][C:5]2[O:11][C:19]([C:20]([CH:22]3[CH2:27][CH2:26][CH2:25][CH2:24][CH2:23]3)=[O:21])=[C:8]([CH3:9])[C:6]=2[CH:7]=1. The catalyst class is: 9. (2) Reactant: [OH:1]OS([O-])=O.[K+].[CH3:7][S:8][C:9]1[CH:14]=[CH:13][C:12]([C:15]([CH:27]2[CH2:31][CH2:30][CH2:29][CH2:28]2)([CH3:26])[C:16]([O:18][CH:19]2[CH2:24][CH2:23][N:22]([CH3:25])[CH2:21][CH2:20]2)=[O:17])=[CH:11][CH:10]=1.[OH2:32]. Product: [CH3:7][S:8]([C:9]1[CH:14]=[CH:13][C:12]([C:15]([CH:27]2[CH2:31][CH2:30][CH2:29][CH2:28]2)([CH3:26])[C:16]([O:18][CH:19]2[CH2:24][CH2:23][N:22]([CH3:25])[CH2:21][CH2:20]2)=[O:17])=[CH:11][CH:10]=1)(=[O:1])=[O:32]. The catalyst class is: 5. (3) Reactant: C[Si](C)(C)[O:3][C@@H:4]1[C@@H:9]([O:10][Si](C)(C)C)[C@H:8]([O:15][Si](C)(C)C)[C@@H:7]([CH2:20][O:21][Si](C)(C)C)[O:6][C:5]1=[O:26].C([Mg]Cl)(C)C.[Li+].[Cl-]. Product: [CH2:20]([OH:21])[C@H:7]1[O:6][C:5](=[O:26])[C@H:4]([OH:3])[C@@H:9]([OH:10])[C@@H:8]1[OH:15]. The catalyst class is: 194. (4) Reactant: [ClH:1].[CH3:2][O:3][C:4]1[CH:5]=[C:6]([C:14]#[C:15]/[CH:16]=[CH:17]/[C:18]([N:20]2[CH2:25][CH2:24][CH:23]([CH2:26][CH:27]([CH2:53][N:54]([CH3:56])[CH3:55])[CH2:28][CH:29]3[CH2:34][CH2:33][N:32]([C:35](=[O:52])/[CH:36]=[CH:37]/[C:38]#[C:39][C:40]4[CH:45]=[C:44]([O:46][CH3:47])[C:43]([O:48][CH3:49])=[C:42]([O:50][CH3:51])[CH:41]=4)[CH2:31][CH2:30]3)[CH2:22][CH2:21]2)=[O:19])[CH:7]=[C:8]([O:12][CH3:13])[C:9]=1[O:10][CH3:11]. Product: [ClH:1].[CH3:2][O:3][C:4]1[CH:5]=[C:6]([C:14]#[C:15]/[CH:16]=[CH:17]/[C:18]([N:20]2[CH2:25][CH2:24][CH:23]([CH2:26][CH:27]([CH2:53][N:54]([CH3:56])[CH3:55])[CH2:28][CH:29]3[CH2:34][CH2:33][N:32]([C:35](=[O:52])/[CH:36]=[CH:37]/[C:38]#[C:39][C:40]4[CH:41]=[C:42]([O:50][CH3:51])[C:43]([O:48][CH3:49])=[C:44]([O:46][CH3:47])[CH:45]=4)[CH2:31][CH2:30]3)[CH2:22][CH2:21]2)=[O:19])[CH:7]=[C:8]([O:12][CH3:13])[C:9]=1[O:10][CH3:11]. The catalyst class is: 8. (5) Product: [F:1][C:2]1[CH:10]=[C:9]([C:11]2[CH:16]=[CH:15][CH:14]=[CH:13][CH:12]=2)[CH:8]=[C:7]2[C:3]=1[CH:4]=[C:5]([C:18]([OH:20])=[O:19])[N:6]2[OH:17]. The catalyst class is: 36. Reactant: [F:1][C:2]1[CH:10]=[C:9]([C:11]2[CH:16]=[CH:15][CH:14]=[CH:13][CH:12]=2)[CH:8]=[C:7]2[C:3]=1[CH:4]=[C:5]([C:18]([O:20]C)=[O:19])[N:6]2[OH:17].[Li+].[OH-]. (6) Reactant: [CH3:1][C:2]1([CH3:19])[CH2:9][C:8]2[N:4]([C:5]3[CH2:17][CH2:16][NH:15][C:14](=[O:18])[C:6]=3[C:7]=2[C:10]([O:12]C)=[O:11])[CH2:3]1.[Li+].[OH-].Cl. Product: [CH3:1][C:2]1([CH3:19])[CH2:9][C:8]2[N:4]([C:5]3[CH2:17][CH2:16][NH:15][C:14](=[O:18])[C:6]=3[C:7]=2[C:10]([OH:12])=[O:11])[CH2:3]1. The catalyst class is: 20. (7) Reactant: [CH2:1]([O:8][N:9]1[C:18]2[C:13](=[CH:14][C:15](Br)=[CH:16][N:17]=2)[C:12]([OH:20])=[C:11]([C:21]([O:23][CH2:24][CH3:25])=[O:22])[C:10]1=[O:26])[C:2]1[CH:7]=[CH:6][CH:5]=[CH:4][CH:3]=1.[C:27]1(B(O)O)[CH:32]=[CH:31][CH:30]=[CH:29][CH:28]=1.C([O-])([O-])=O.[K+].[K+].O. Product: [CH2:1]([O:8][N:9]1[C:18]2[C:13](=[CH:14][C:15]([C:27]3[CH:32]=[CH:31][CH:30]=[CH:29][CH:28]=3)=[CH:16][N:17]=2)[C:12]([OH:20])=[C:11]([C:21]([O:23][CH2:24][CH3:25])=[O:22])[C:10]1=[O:26])[C:2]1[CH:7]=[CH:6][CH:5]=[CH:4][CH:3]=1. The catalyst class is: 151.